From a dataset of Catalyst prediction with 721,799 reactions and 888 catalyst types from USPTO. Predict which catalyst facilitates the given reaction. (1) Reactant: [NH2:1][C:2]([CH:4]1[C:13](=[O:14])[NH:12][C:11]2[N:10]=[C:9]([C:15]3[C:20]([O:21]CC4C=CC(OC)=CC=4)=[CH:19][CH:18]=[CH:17][C:16]=3[O:31][CH2:32][CH:33]3[CH2:35][CH2:34]3)[CH:8]=[C:7]([CH:36]3[CH2:41][CH2:40][N:39](C(OC(C)(C)C)=O)[CH2:38][CH2:37]3)[C:6]=2[CH2:5]1)=[O:3].[ClH:49]. Product: [ClH:49].[CH:33]1([CH2:32][O:31][C:16]2[CH:17]=[CH:18][CH:19]=[C:20]([OH:21])[C:15]=2[C:9]2[N:10]=[C:11]3[C:6]([CH2:5][CH:4]([C:2]([NH2:1])=[O:3])[C:13](=[O:14])[NH:12]3)=[C:7]([CH:36]3[CH2:37][CH2:38][NH:39][CH2:40][CH2:41]3)[CH:8]=2)[CH2:34][CH2:35]1. The catalyst class is: 12. (2) Reactant: [NH2:1][C:2]1[CH:3]=[CH:4][C:5]([O:18][CH3:19])=[C:6]([NH:8][C:9]([NH:11][C:12]2[CH:17]=[N:16][CH:15]=[CH:14][N:13]=2)=[O:10])[CH:7]=1.[F:20][C:21]([F:33])([F:32])[C:22]([N:24]1[CH2:31][CH2:30][CH2:29][C@H:25]1[C:26](Cl)=[O:27])=[O:23]. Product: [CH3:19][O:18][C:5]1[CH:4]=[CH:3][C:2]([NH:1][C:26]([C@@H:25]2[CH2:29][CH2:30][CH2:31][N:24]2[C:22](=[O:23])[C:21]([F:33])([F:20])[F:32])=[O:27])=[CH:7][C:6]=1[NH:8][C:9]([NH:11][C:12]1[CH:17]=[N:16][CH:15]=[CH:14][N:13]=1)=[O:10]. The catalyst class is: 17. (3) Reactant: [Br:1][C:2]1[CH:3]=[C:4]([C:20]([OH:22])=O)[C:5]2[C:6]3[CH2:7][CH:8]([C:15]([O:17][CH2:18][CH3:19])=[O:16])[CH2:9][CH2:10][C:11]=3[NH:12][C:13]=2[CH:14]=1.C(Cl)CCl.C1C=CC2N(O)N=[N:33][C:31]=2C=1.CN.CCN(C(C)C)C(C)C. Product: [Br:1][C:2]1[CH:14]=[C:13]2[C:5]([C:6]3[CH2:7][CH:8]([C:15]([O:17][CH2:18][CH3:19])=[O:16])[CH2:9][CH2:10][C:11]=3[NH:12]2)=[C:4]([C:20](=[O:22])[NH:33][CH3:31])[CH:3]=1. The catalyst class is: 76. (4) Reactant: Br[C:2]1[CH:7]=[CH:6][C:5]([C:8]2[N:9]([CH2:14][CH:15]3[CH2:19][CH2:18][N:17]([C:20]([CH:22]4[CH2:24][CH2:23]4)=[O:21])[CH2:16]3)[C:10]([CH3:13])=[CH:11][N:12]=2)=[CH:4][CH:3]=1.[Cl:25][C:26]1[CH:27]=[C:28](B(O)O)[CH:29]=[CH:30][C:31]=1[F:32].C([O-])([O-])=O.[K+].[K+]. Product: [Cl:25][C:26]1[CH:27]=[C:28]([C:2]2[CH:7]=[CH:6][C:5]([C:8]3[N:9]([CH2:14][CH:15]4[CH2:19][CH2:18][N:17]([C:20]([CH:22]5[CH2:24][CH2:23]5)=[O:21])[CH2:16]4)[C:10]([CH3:13])=[CH:11][N:12]=3)=[CH:4][CH:3]=2)[CH:29]=[CH:30][C:31]=1[F:32]. The catalyst class is: 70. (5) Reactant: [Cl:1][C:2]1[CH:3]=[C:4]([C:12]2[O:16][N:15]=[C:14]([C:17]([NH:19][C:20]3[CH:25]=[CH:24][C:23]([OH:26])=[CH:22][CH:21]=3)=[O:18])[CH:13]=2)[CH:5]=[CH:6][C:7]=1[O:8][CH:9]([CH3:11])[CH3:10].[OH-].[Na+].[CH2:29]([CH:31]1[O:33][CH2:32]1)Cl. The catalyst class is: 32. Product: [Cl:1][C:2]1[CH:3]=[C:4]([C:12]2[O:16][N:15]=[C:14]([C:17]([NH:19][C:20]3[CH:21]=[CH:22][C:23]([O:26][CH2:29][CH:31]4[CH2:32][O:33]4)=[CH:24][CH:25]=3)=[O:18])[CH:13]=2)[CH:5]=[CH:6][C:7]=1[O:8][CH:9]([CH3:11])[CH3:10]. (6) Product: [CH3:11][C:10]1[N:9]=[C:8]2[S:12][C:13]3[CH2:17][CH2:16][CH2:15][C:14]=3[C:7]2=[C:6]([C:18]2[CH:19]=[CH:20][C:21]([CH3:24])=[CH:22][CH:23]=2)[C:5]=1[CH:4]([CH2:37][CH2:36][CH3:40])[C:3]([O:2][CH3:1])=[O:25]. The catalyst class is: 3. Reactant: [CH3:1][O:2][C:3](=[O:25])[CH2:4][C:5]1[C:6]([C:18]2[CH:23]=[CH:22][C:21]([CH3:24])=[CH:20][CH:19]=2)=[C:7]2[C:14]3[CH2:15][CH2:16][CH2:17][C:13]=3[S:12][C:8]2=[N:9][C:10]=1[CH3:11].[Li+].C[Si]([N-][Si](C)(C)C)(C)C.[CH2:36]1[CH2:40]OC[CH2:37]1.ICCC.